This data is from Forward reaction prediction with 1.9M reactions from USPTO patents (1976-2016). The task is: Predict the product of the given reaction. (1) The product is: [OH:25][CH2:24][CH2:23][N:22]([CH3:21])[CH2:2][CH2:3][CH2:4][CH2:5][CH2:6][CH2:7][CH2:8][C:9]([NH:11][C:12]1[CH:20]=[CH:19][C:15]([C:16]([OH:18])=[O:17])=[CH:14][CH:13]=1)=[O:10]. Given the reactants Br[CH2:2][CH2:3][CH2:4][CH2:5][CH2:6][CH2:7][CH2:8][C:9]([NH:11][C:12]1[CH:20]=[CH:19][C:15]([C:16]([OH:18])=[O:17])=[CH:14][CH:13]=1)=[O:10].[CH3:21][NH:22][CH2:23][CH2:24][OH:25].C(N(CC)C(C)C)(C)C, predict the reaction product. (2) Given the reactants I[C:2]1[CH:7]=[C:6]([C:8]([F:11])([F:10])[F:9])[CH:5]=[C:4]([O:12][CH2:13][CH2:14][O:15][CH3:16])[CH:3]=1.[CH3:17][C:18]1([CH3:34])[C:22]([CH3:24])([CH3:23])[O:21][B:20]([B:20]2[O:21][C:22]([CH3:24])([CH3:23])[C:18]([CH3:34])([CH3:17])[O:19]2)[O:19]1.C([O-])(=O)C.[K+], predict the reaction product. The product is: [CH3:16][O:15][CH2:14][CH2:13][O:12][C:4]1[CH:3]=[C:2]([B:20]2[O:21][C:22]([CH3:24])([CH3:23])[C:18]([CH3:34])([CH3:17])[O:19]2)[CH:7]=[C:6]([C:8]([F:11])([F:10])[F:9])[CH:5]=1. (3) Given the reactants CON(C)[C:4]([C:6]1[N:7]=[CH:8][N:9]([C:11]2[CH:12]=[C:13]([C:17]3[CH:22]=[CH:21][CH:20]=[CH:19][C:18]=3[O:23][CH3:24])[CH:14]=[CH:15][CH:16]=2)[CH:10]=1)=[O:5].[O:26]1[CH:30]=[CH:29][CH:28]=[CH:27]1, predict the reaction product. The product is: [O:26]1[CH:30]=[CH:29][CH:28]=[C:27]1[C:4]([C:6]1[N:7]=[CH:8][N:9]([C:11]2[CH:12]=[C:13]([C:17]3[CH:22]=[CH:21][CH:20]=[CH:19][C:18]=3[O:23][CH3:24])[CH:14]=[CH:15][CH:16]=2)[CH:10]=1)=[O:5]. (4) Given the reactants [CH2:1]([O:8][C:9]([CH3:16])(O)[C:10](OCC)=[O:11])[C:2]1[CH:7]=[CH:6][CH:5]=[CH:4][CH:3]=1.[H-].[Al+3].[Li+].[H-].[H-].[H-].S([O-])([O-])(=O)=O.[Na+].[Na+], predict the reaction product. The product is: [CH2:1]([O:8][CH:9]([CH3:16])[CH2:10][OH:11])[C:2]1[CH:7]=[CH:6][CH:5]=[CH:4][CH:3]=1. (5) The product is: [C:1]([CH2:3][NH:4][C:5]([C:7]1([NH:13][C:28](=[O:29])[C:27]2[CH:26]=[CH:25][C:24]([N:21]3[CH2:20][CH2:19][N:18]([CH:15]([CH3:16])[CH3:17])[CH2:23][CH2:22]3)=[CH:32][CH:31]=2)[CH2:12][CH2:11][CH2:10][CH2:9][CH2:8]1)=[O:6])#[N:2]. Given the reactants [C:1]([CH2:3][NH:4][C:5]([C:7]1([NH2:13])[CH2:12][CH2:11][CH2:10][CH2:9][CH2:8]1)=[O:6])#[N:2].Cl.[CH:15]([N:18]1[CH2:23][CH2:22][N:21]([C:24]2[CH:32]=[CH:31][C:27]([C:28](O)=[O:29])=[CH:26][CH:25]=2)[CH2:20][CH2:19]1)([CH3:17])[CH3:16].C1C=CC2N(O)N=NC=2C=1.C(N(CC)CC)C, predict the reaction product.